From a dataset of Forward reaction prediction with 1.9M reactions from USPTO patents (1976-2016). Predict the product of the given reaction. (1) Given the reactants [NH:1]1[C:5]2[CH:6]=[CH:7][C:8]([C:10]([OH:12])=O)=[CH:9][C:4]=2[N:3]=[CH:2]1.[CH3:13][O:14][C:15]1[C:20]2[C@@H:21]3[C@H:26]([CH2:27][CH2:28][C:19]=2[CH:18]=[CH:17][CH:16]=1)[NH:25][CH2:24][CH2:23][CH2:22]3, predict the reaction product. The product is: [NH:1]1[C:5]2[CH:6]=[CH:7][C:8]([C:10]([N:25]3[C@@H:26]4[C@@H:21]([C:20]5[C:15]([O:14][CH3:13])=[CH:16][CH:17]=[CH:18][C:19]=5[CH2:28][CH2:27]4)[CH2:22][CH2:23][CH2:24]3)=[O:12])=[CH:9][C:4]=2[N:3]=[CH:2]1. (2) Given the reactants O1C2C=CC=CC=2N=C1.C(OC([N:17]1[CH2:22][CH2:21][CH2:20][C@H:19]([CH2:23][NH:24][C:25](=[O:46])[C:26]2[CH:31]=[CH:30][C:29]([C:32]3[O:33][C:34]4[C:40]([CH:41]([CH3:43])[CH3:42])=[CH:39][C:38]([C:44]#[N:45])=[CH:37][C:35]=4[N:36]=3)=[CH:28][CH:27]=2)[CH2:18]1)=O)(C)(C)C.FC(F)(F)C(O)=O, predict the reaction product. The product is: [C:44]([C:38]1[CH:39]=[C:40]([CH:41]([CH3:43])[CH3:42])[C:34]2[O:33][C:32]([C:29]3[CH:28]=[CH:27][C:26]([C:25]([NH:24][CH2:23][C@H:19]4[CH2:20][CH2:21][CH2:22][NH:17][CH2:18]4)=[O:46])=[CH:31][CH:30]=3)=[N:36][C:35]=2[CH:37]=1)#[N:45]. (3) Given the reactants [C:1](NCC(O)=O)([O:3][CH2:4][CH:5]1[C:17]2[C:12](=[CH:13][CH:14]=[CH:15][CH:16]=2)[C:11]2[C:6]1=[CH:7][CH:8]=[CH:9][CH:10]=2)=[O:2].C(N(CC)C(C)C)(C)C.[NH2:32][CH2:33][C:34]([NH:36][C:37]1[CH:51]=[CH:50][C:40]([CH2:41][NH:42][C:43](=[O:49])[O:44][C:45]([CH3:48])([CH3:47])[CH3:46])=[CH:39][CH:38]=1)=[O:35], predict the reaction product. The product is: [C:45]([O:44][C:43]([NH:42][CH2:41][C:40]1[CH:39]=[CH:38][C:37]([NH:36][C:34](=[O:35])[CH2:33][NH:32][C:1](=[O:2])[O:3][CH2:4][CH:5]2[C:17]3[CH:16]=[CH:15][CH:14]=[CH:13][C:12]=3[C:11]3[C:6]2=[CH:7][CH:8]=[CH:9][CH:10]=3)=[CH:51][CH:50]=1)=[O:49])([CH3:46])([CH3:47])[CH3:48]. (4) Given the reactants Cl.C(O[CH:5](OCC)[CH2:6][CH2:7][NH:8][C:9](=[O:22])[C:10]1[CH:15]=[C:14]([CH3:16])[CH:13]=[CH:12][C:11]=1[N:17]1[N:21]=[CH:20][CH:19]=[N:18]1)C.C([O-])(O)=O.[Na+].C([O-])(=O)C.[Na+].Cl.[NH2:37][OH:38], predict the reaction product. The product is: [OH:38]/[N:37]=[CH:5]/[CH2:6][CH2:7][NH:8][C:9](=[O:22])[C:10]1[CH:15]=[C:14]([CH3:16])[CH:13]=[CH:12][C:11]=1[N:17]1[N:21]=[CH:20][CH:19]=[N:18]1. (5) The product is: [CH2:1]([O:5][C:6]1[N:14]=[C:13]2[C:9]([NH:10][C:11](=[O:27])[N:12]2[CH2:15][CH2:16][N:17]2[CH2:18][CH2:19][CH:20]([C:23]([O:25][CH3:26])=[O:24])[CH2:21][CH2:22]2)=[C:8]([NH2:29])[N:7]=1)[CH2:2][CH2:3][CH3:4]. Given the reactants [CH2:1]([O:5][C:6]1[N:14]=[C:13]2[C:9]([N:10]=[C:11]([O:27]C)[N:12]2[CH2:15][CH2:16][N:17]2[CH2:22][CH2:21][CH:20]([C:23]([O:25][CH3:26])=[O:24])[CH2:19][CH2:18]2)=[C:8]([NH2:29])[N:7]=1)[CH2:2][CH2:3][CH3:4], predict the reaction product. (6) Given the reactants [F:1][C:2]1[CH:29]=[CH:28][C:5]([CH2:6][O:7][CH2:8][CH2:9][CH2:10][CH2:11][CH2:12][C:13]([N:15]2[C@H:19]([CH2:20][C:21]3[CH:26]=[CH:25][CH:24]=[CH:23][CH:22]=3)[CH2:18][O:17][C:16]2=[O:27])=[O:14])=[CH:4][C:3]=1[CH3:30].[Li+].C[Si]([N-][Si](C)(C)C)(C)C.[CH3:41][C:42]1[CH:43]=[C:44]([CH:47]=[C:48]([CH3:51])[C:49]=1[F:50])[CH2:45]Br, predict the reaction product. The product is: [F:50][C:49]1[C:48]([CH3:51])=[CH:47][C:44]([CH2:45][C@H:12]([CH2:11][CH2:10][CH2:9][CH2:8][O:7][CH2:6][C:5]2[CH:28]=[CH:29][C:2]([F:1])=[C:3]([CH3:30])[CH:4]=2)[C:13]([N:15]2[C@H:19]([CH2:20][C:21]3[CH:26]=[CH:25][CH:24]=[CH:23][CH:22]=3)[CH2:18][O:17][C:16]2=[O:27])=[O:14])=[CH:43][C:42]=1[CH3:41]. (7) Given the reactants [C:1]([C:5]1[NH:6][C:7]2[C:12]([CH:13]=1)=[CH:11][C:10]([NH:14][CH3:15])=[CH:9][CH:8]=2)([CH3:4])([CH3:3])[CH3:2].[O:16]1[C:20]2[CH:21]=[CH:22][C:23]([C:25]3([C:28]([OH:30])=O)[CH2:27][CH2:26]3)=[CH:24][C:19]=2[O:18][CH2:17]1.C(N(CC)CC)C.F[P-](F)(F)(F)(F)F.N1(OC(N(C)C)=[N+](C)C)C2N=CC=CC=2N=N1, predict the reaction product. The product is: [O:16]1[C:20]2[CH:21]=[CH:22][C:23]([C:25]3([C:28]([N:14]([C:10]4[CH:11]=[C:12]5[C:7](=[CH:8][CH:9]=4)[NH:6][C:5]([C:1]([CH3:4])([CH3:3])[CH3:2])=[CH:13]5)[CH3:15])=[O:30])[CH2:26][CH2:27]3)=[CH:24][C:19]=2[O:18][CH2:17]1. (8) Given the reactants Cl.Cl.[NH2:3][CH2:4][CH2:5][N:6]1[C:14]2[C:13]([NH:15][C:16]3[CH:17]=[C:18]4[C:22](=[CH:23][CH:24]=3)[N:21]([CH2:25][C:26]3[N:27]=[CH:28][S:29][CH:30]=3)[CH:20]=[CH:19]4)=[N:12][CH:11]=[N:10][C:9]=2[CH:8]=[CH:7]1.[OH:31][C:32]([CH3:38])([CH3:37])[CH2:33][C:34](O)=[O:35].ON1C2C=CC=CC=2N=N1.Cl.C(N=C=NCCCN(C)C)C, predict the reaction product. The product is: [OH:31][C:32]([CH3:38])([CH3:37])[CH2:33][C:34]([NH:3][CH2:4][CH2:5][N:6]1[C:14]2[C:13]([NH:15][C:16]3[CH:17]=[C:18]4[C:22](=[CH:23][CH:24]=3)[N:21]([CH2:25][C:26]3[N:27]=[CH:28][S:29][CH:30]=3)[CH:20]=[CH:19]4)=[N:12][CH:11]=[N:10][C:9]=2[CH:8]=[CH:7]1)=[O:35]. (9) Given the reactants [CH3:1]C(C)([O-])C.[K+].[I-].C[S+](C)(C)=O.[O:13]1[CH2:18][CH2:17][CH2:16][O:15][CH:14]1[C:19]1[CH:24]=[CH:23][C:22]([C:25]2[S:26][C:27]3[CH:33]=[C:32]([C:34]([C:36]4[CH:41]=[CH:40][CH:39]=[CH:38][N:37]=4)=[CH2:35])[CH:31]=[CH:30][C:28]=3[N:29]=2)=[C:21]([F:42])[CH:20]=1.CCOC(C)=O, predict the reaction product. The product is: [O:15]1[CH2:16][CH2:17][CH2:18][O:13][CH:14]1[C:19]1[CH:24]=[CH:23][C:22]([C:25]2[S:26][C:27]3[CH:33]=[C:32]([C:34]4([C:36]5[CH:41]=[CH:40][CH:39]=[CH:38][N:37]=5)[CH2:1][CH2:35]4)[CH:31]=[CH:30][C:28]=3[N:29]=2)=[C:21]([F:42])[CH:20]=1.